From a dataset of Forward reaction prediction with 1.9M reactions from USPTO patents (1976-2016). Predict the product of the given reaction. (1) Given the reactants [CH3:1][O:2][C:3]1[CH:4]=[C:5]2[C:10](=[CH:11][CH:12]=1)[C:9](O)=[N:8][C:7]([N:14]1[CH2:19][CH2:18][O:17][CH2:16][CH2:15]1)=[CH:6]2.O=P(Cl)(Cl)[Cl:22], predict the reaction product. The product is: [Cl:22][C:9]1[C:10]2[C:5](=[CH:4][C:3]([O:2][CH3:1])=[CH:12][CH:11]=2)[CH:6]=[C:7]([N:14]2[CH2:19][CH2:18][O:17][CH2:16][CH2:15]2)[N:8]=1. (2) Given the reactants [Br:1][C:2]1[N:7]=[C:6]([C:8]([OH:10])=O)[CH:5]=[CH:4][CH:3]=1.CN(C=O)C.C(Cl)(=O)C([Cl:19])=O, predict the reaction product. The product is: [Br:1][C:2]1[N:7]=[C:6]([C:8]([Cl:19])=[O:10])[CH:5]=[CH:4][CH:3]=1.